From a dataset of Human liver microsome stability data. Regression/Classification. Given a drug SMILES string, predict its absorption, distribution, metabolism, or excretion properties. Task type varies by dataset: regression for continuous measurements (e.g., permeability, clearance, half-life) or binary classification for categorical outcomes (e.g., BBB penetration, CYP inhibition). Dataset: hlm. (1) The compound is COc1ccc2c(c1)CCCN2c1nc(C)nc2ccccc12. The result is 1 (stable in human liver microsomes). (2) The drug is C[C@@H]1CN(c2ccc(F)cc2C(F)(F)F)CCN1S(=O)(=O)c1ccc(Br)cc1. The result is 0 (unstable in human liver microsomes). (3) The drug is O=C1Nc2ccccc2C1=Cc1ccc2c[nH]nc2c1. The result is 0 (unstable in human liver microsomes). (4) The compound is Cc1nc2c([nH]1)-c1ccccc1N(C(=O)c1ccc(NC(=O)c3ccccc3-c3ccccc3)cc1)CC2. The result is 1 (stable in human liver microsomes). (5) The drug is COc1cccc(CN(C(=O)Nc2ccc(-c3cn[nH]c3)cc2)C(C)C)c1. The result is 1 (stable in human liver microsomes). (6) The drug is COCCNC(=O)Cn1cc(CN2CCN(c3cc(C(=O)Nc4ccc5c(c4)-c4c(c(C(N)=O)nn4-c4ccc(F)cc4)CC5)c(Cl)cn3)CC2)cn1. The result is 1 (stable in human liver microsomes). (7) The result is 0 (unstable in human liver microsomes). The molecule is CS(=O)(=O)c1ccc(C(=O)NCCC(c2ccc(F)cc2)c2ccc(S(C)(=O)=O)cc2)cc1.